Dataset: Forward reaction prediction with 1.9M reactions from USPTO patents (1976-2016). Task: Predict the product of the given reaction. (1) Given the reactants BrC[CH2:3][C:4]1[CH:13]=[CH:12][C:11]([Cl:14])=[CH:10][C:5]=1[C:6]([O:8][CH3:9])=[O:7].[Cl:15][C:16]1[CH:21]=[CH:20][CH:19]=[CH:18][C:17]=1[OH:22].C(=O)([O-])[O-].[K+].[K+].O, predict the reaction product. The product is: [Cl:14][C:11]1[CH:12]=[CH:13][C:4]([CH2:3][O:22][C:17]2[CH:18]=[CH:19][CH:20]=[CH:21][C:16]=2[Cl:15])=[C:5]([CH:10]=1)[C:6]([O:8][CH3:9])=[O:7]. (2) Given the reactants CC(C)([O-])C.[K+].[CH3:7][C:8]([CH3:13])([CH3:12])[C:9](=O)[CH3:10].[C:14](OCC)(=O)[C:15]([O:17][CH2:18][CH3:19])=[O:16].O.[NH2:25][NH2:26], predict the reaction product. The product is: [C:8]([C:9]1[CH:10]=[C:14]([C:15]([O:17][CH2:18][CH3:19])=[O:16])[NH:26][N:25]=1)([CH3:13])([CH3:12])[CH3:7]. (3) Given the reactants [OH:1][C:2]1[CH:7]=[CH:6][C:5]([CH2:8][C:9]([O:11][CH3:12])=[O:10])=[CH:4][C:3]=1I.C([O-])([O-])=O.[K+].[K+].[CH3:20][C:21]1[C:25]([C@H:26]([OH:29])[C:27]#[CH:28])=[C:24]([CH3:30])[O:23][N:22]=1, predict the reaction product. The product is: [CH3:20][C:21]1[C:25]([C@H:26]([OH:29])[C:27]2[O:1][C:2]3[CH:7]=[CH:6][C:5]([CH2:8][C:9]([O:11][CH3:12])=[O:10])=[CH:4][C:3]=3[CH:28]=2)=[C:24]([CH3:30])[O:23][N:22]=1. (4) Given the reactants [SH:1][CH2:2][C:3](OCC)=[O:4].[H-].[Na+].[NH2:10][C:11]1[N:16]=[C:15]([C:17]([O:19][CH3:20])=[O:18])[C:14]([Br:21])=[CH:13][C:12]=1Br, predict the reaction product. The product is: [Br:21][C:14]1[C:15]([C:17]([O:19][CH3:20])=[O:18])=[N:16][C:11]2[NH:10][C:3](=[O:4])[CH2:2][S:1][C:12]=2[CH:13]=1. (5) Given the reactants [NH2:1][C@@H:2]([CH3:19])[CH2:3][N:4]1[CH:8]=[CH:7][C:6]([C:9]2[CH:16]=[CH:15][C:12]([C:13]#[N:14])=[C:11]([Cl:17])[C:10]=2[CH3:18])=[N:5]1.[CH3:20][C:21]1[O:25][N:24]=[C:23]([C:26](O)=[O:27])[CH:22]=1.C1C=CC2N(O)N=NC=2C=1.CCN(C(C)C)C(C)C.CCN=C=NCCCN(C)C, predict the reaction product. The product is: [Cl:17][C:11]1[C:10]([CH3:18])=[C:9]([C:6]2[CH:7]=[CH:8][N:4]([CH2:3][C@@H:2]([NH:1][C:26]([C:23]3[CH:22]=[C:21]([CH3:20])[O:25][N:24]=3)=[O:27])[CH3:19])[N:5]=2)[CH:16]=[CH:15][C:12]=1[C:13]#[N:14]. (6) Given the reactants [CH3:1][O:2][C:3]([C:5]1[CH:6]=[C:7]([CH3:39])[C:8]2[O:14][C:13]3[C:15]([Cl:35])=[CH:16][C:17]([N:19]4[CH2:24][CH2:23][N:22]([CH2:25][C:26]5[CH:31]=[CH:30][CH:29]=[C:28]([N+:32]([O-])=O)[CH:27]=5)[CH2:21][CH2:20]4)=[CH:18][C:12]=3[CH2:11][S:10](=[O:37])(=[O:36])[C:9]=2[CH:38]=1)=[O:4], predict the reaction product. The product is: [CH3:1][O:2][C:3]([C:5]1[CH:6]=[C:7]([CH3:39])[C:8]2[O:14][C:13]3[C:15]([Cl:35])=[CH:16][C:17]([N:19]4[CH2:24][CH2:23][N:22]([CH2:25][C:26]5[CH:31]=[CH:30][CH:29]=[C:28]([NH2:32])[CH:27]=5)[CH2:21][CH2:20]4)=[CH:18][C:12]=3[CH2:11][S:10](=[O:36])(=[O:37])[C:9]=2[CH:38]=1)=[O:4].